Dataset: Forward reaction prediction with 1.9M reactions from USPTO patents (1976-2016). Task: Predict the product of the given reaction. (1) Given the reactants [F:1][C:2]1[CH:12]=[CH:11][C:10]([F:13])=[C:4]2[C:5]([O:7][C:8](=[O:9])[C:3]=12)=O.[CH2:14]([NH2:18])[CH:15]([CH3:17])[CH3:16].C1(C)C=CC(S(O)(=O)=O)=CC=1, predict the reaction product. The product is: [F:13][C:10]1[CH:11]=[CH:12][C:2]([F:1])=[C:3]2[C:8]([N:18]([CH2:14][CH:15]([CH3:17])[CH3:16])[C:5](=[O:7])[C:4]=12)=[O:9]. (2) The product is: [F:1][C:2]([F:26])([F:25])[CH2:3][NH:4][C:5]([C:7]1([CH2:20][CH2:21][CH2:22][CH2:23][N:41]2[CH2:42][CH2:43][N:38]([C:29]3[C:28]([CH3:27])=[CH:37][C:36]4[C:31](=[CH:32][CH:33]=[CH:34][CH:35]=4)[N:30]=3)[CH2:39][CH2:40]2)[C:19]2[CH:18]=[CH:17][CH:16]=[CH:15][C:14]=2[C:13]2[C:8]1=[CH:9][CH:10]=[CH:11][CH:12]=2)=[O:6]. Given the reactants [F:1][C:2]([F:26])([F:25])[CH2:3][NH:4][C:5]([C:7]1([CH2:20][CH2:21][CH2:22][CH2:23]Br)[C:19]2[CH:18]=[CH:17][CH:16]=[CH:15][C:14]=2[C:13]2[C:8]1=[CH:9][CH:10]=[CH:11][CH:12]=2)=[O:6].[CH3:27][C:28]1[C:29]([N:38]2[CH2:43][CH2:42][NH:41][CH2:40][CH2:39]2)=[N:30][C:31]2[C:36]([CH:37]=1)=[CH:35][CH:34]=[CH:33][CH:32]=2, predict the reaction product.